From a dataset of Peptide-MHC class II binding affinity with 134,281 pairs from IEDB. Regression. Given a peptide amino acid sequence and an MHC pseudo amino acid sequence, predict their binding affinity value. This is MHC class II binding data. (1) The peptide sequence is PELQNFLNFLEANGL. The MHC is DRB1_1101 with pseudo-sequence DRB1_1101. The binding affinity (normalized) is 0.189. (2) The peptide sequence is EKKYFAATQFEFLAA. The MHC is DRB1_1602 with pseudo-sequence DRB1_1602. The binding affinity (normalized) is 0.642. (3) The peptide sequence is EKKYFAATQFEPDAA. The binding affinity (normalized) is 0.807. The MHC is HLA-DPA10301-DPB10402 with pseudo-sequence HLA-DPA10301-DPB10402. (4) The peptide sequence is LSEMKEAFHGLDVKF. The MHC is DRB1_1301 with pseudo-sequence DRB1_1301. The binding affinity (normalized) is 0.374. (5) The peptide sequence is VTDLFAAQPGLTSAV. The MHC is DRB1_0301 with pseudo-sequence DRB1_0301. The binding affinity (normalized) is 0.219. (6) The peptide sequence is LKAEAQMSIQLINKA. The binding affinity (normalized) is 0.173. The MHC is DRB1_0802 with pseudo-sequence DRB1_0802. (7) The peptide sequence is VLSYVIGLLPPDMVV. The MHC is DRB1_1501 with pseudo-sequence DRB1_1501. The binding affinity (normalized) is 0.189. (8) The peptide sequence is NNPKEWLQVDFQKTVKVTGV. The MHC is DRB1_1001 with pseudo-sequence DRB1_1001. The binding affinity (normalized) is 0. (9) The peptide sequence is YCDPKRFFLPIFSED. The MHC is DRB1_0101 with pseudo-sequence DRB1_0101. The binding affinity (normalized) is 0.573. (10) The peptide sequence is LTQYFVQENYLEYRQVPG. The MHC is DRB1_0701 with pseudo-sequence DRB1_0701. The binding affinity (normalized) is 0.155.